This data is from Reaction yield outcomes from USPTO patents with 853,638 reactions. The task is: Predict the reaction yield, written as a fraction of the theoretical maximum amount of product (1.0 means a 100% yield; for example, 0.34 means a 34% yield). (1) The reactants are [Br:1][C:2]1[CH:3]=[C:4]([Cl:19])[C:5]([CH:8](C(OCC)=O)C(OCC)=O)=[N:6][CH:7]=1.Cl. No catalyst specified. The product is [Br:1][C:2]1[CH:3]=[C:4]([Cl:19])[C:5]([CH3:8])=[N:6][CH:7]=1. The yield is 0.510. (2) The reactants are [Cl:1][C:2]1[N:3]=[N:4][CH:5]=[C:6]([Cl:9])[C:7]=1N.C1(C)C=CC(S([O-])(=O)=O)=CC=1.[NH+:21]1[CH:26]=CC=CC=1.C(OCC)(OCC)[O:28][CH2:29][CH3:30]. No catalyst specified. The product is [Cl:1][C:2]1[N:3]=[N:4][CH:5]=[C:6]([Cl:9])[C:7]=1[C:26](=[NH:21])[O:28][CH2:29][CH3:30]. The yield is 0.600. (3) The reactants are [Cl:1][C:2]1[CH:3]=[C:4]([CH2:9][NH2:10])[CH:5]=[CH:6][C:7]=1[Cl:8].[CH2:11]([O:13][CH:14]([O:19][CH2:20][CH3:21])[C:15](=[NH:18])OC)[CH3:12]. The catalyst is CO. The product is [Cl:1][C:2]1[CH:3]=[C:4]([CH:5]=[CH:6][C:7]=1[Cl:8])[CH2:9][NH:10][C:15](=[NH:18])[CH:14]([O:19][CH2:20][CH3:21])[O:13][CH2:11][CH3:12]. The yield is 0.727. (4) The reactants are [CH:1]1([S:6]([C:8]2[CH:9]=[C:10]([CH3:17])[CH:11]=[CH:12][C:13]=2[N+:14]([O-])=O)=[O:7])[CH2:5][CH2:4][CH2:3][CH2:2]1.C1C=C(Cl)C=C([C:25]([O:27]O)=O)C=1.C1(S(C2C=C(C)C=CC=2N)=O)CCCC1.[NH2:44][C:45]1[S:46][CH:47]=[CH:48][N:49]=1. No catalyst specified. The product is [CH:1]1([S:6]([C:8]2[CH:9]=[C:10]([CH3:17])[CH:11]=[CH:12][C:13]=2[NH:14][C:25]([NH:44][C:45]2[S:46][CH:47]=[CH:48][N:49]=2)=[O:27])=[O:7])[CH2:5][CH2:4][CH2:3][CH2:2]1. The yield is 0.650. (5) The reactants are [Cl:1][C:2]1[C:7]([CH:8]([C:10]2[CH:15]=[CH:14][CH:13]=[C:12]([O:16][CH3:17])[CH:11]=2)[OH:9])=[CH:6][CH:5]=[CH:4][N:3]=1. The catalyst is [O-2].[Mn+4].[O-2].C1(C)C=CC=CC=1. The product is [Cl:1][C:2]1[C:7]([C:8]([C:10]2[CH:15]=[CH:14][CH:13]=[C:12]([O:16][CH3:17])[CH:11]=2)=[O:9])=[CH:6][CH:5]=[CH:4][N:3]=1. The yield is 0.660.